From a dataset of Forward reaction prediction with 1.9M reactions from USPTO patents (1976-2016). Predict the product of the given reaction. (1) Given the reactants COC1C=CC(C(C2C=CC(OC)=CC=2)(C2C=CC=CC=2)[O:10][CH2:11][C@H:12]2[O:16][C@@H:15]([N:17]3[CH:22]=[C:21]([CH3:23])[C:20](=[O:24])[NH:19][C:18]3=[O:25])[CH2:14][C@@H:13]2[OH:26])=CC=1.[C:41](O)(=[O:47])[CH2:42][CH2:43][C:44]([CH3:46])=[O:45].Cl.C(N=C=NCCCN(C)C)C.C1(C)C=CC(S(O)(=O)=O)=CC=1.P([O-])([O-])([O-])=O, predict the reaction product. The product is: [O:45]=[C:44]([CH3:46])[CH2:43][CH2:42][C:41]([O:26][C@H:13]1[CH2:14][C@H:15]([N:17]2[CH:22]=[C:21]([CH3:23])[C:20](=[O:24])[NH:19][C:18]2=[O:25])[O:16][C@@H:12]1[CH2:11][OH:10])=[O:47]. (2) Given the reactants [C:1]([C@@H:4]1[NH:9][CH2:8][CH2:7][N:6]([S:10]([C:13]2[S:14][CH:15]=[CH:16][CH:17]=2)(=[O:12])=[O:11])[CH2:5]1)#[C:2][CH3:3].Cl[C:19]1[N:24]=[CH:23][C:22]([C:25]([OH:34])([C:30]([F:33])([F:32])[F:31])[C:26]([F:29])([F:28])[F:27])=[CH:21][N:20]=1.C(N(CC)CC)C, predict the reaction product. The product is: [F:29][C:26]([F:27])([F:28])[C:25]([C:22]1[CH:23]=[N:24][C:19]([N:9]2[CH2:8][CH2:7][N:6]([S:10]([C:13]3[S:14][CH:15]=[CH:16][CH:17]=3)(=[O:12])=[O:11])[CH2:5][C@@H:4]2[C:1]#[C:2][CH3:3])=[N:20][CH:21]=1)([OH:34])[C:30]([F:33])([F:32])[F:31].[F:29][C:26]([F:27])([F:28])[C:25]([C:22]1[CH:23]=[N:24][C:19]([N:9]2[CH2:8][CH2:7][N:6]([S:10]([C:13]3[S:14][CH:15]=[CH:16][CH:17]=3)(=[O:12])=[O:11])[CH2:5][C@H:4]2[C:1]#[C:2][CH3:3])=[N:20][CH:21]=1)([OH:34])[C:30]([F:33])([F:32])[F:31]. (3) Given the reactants Br[C:2]1[S:3][CH:4]=[C:5]([C:7]([NH:9][C:10]2[CH:11]=[N:12][N:13]([CH3:32])[C:14]=2[C@H:15]2[O:21][CH2:20][C@@H:19]([O:22][CH3:23])[C@H:18]([NH:24]C(=O)OC(C)(C)C)[CH2:17][CH2:16]2)=[O:8])[N:6]=1.[F:33][C:34]1[CH:39]=[CH:38][CH:37]=[C:36]([F:40])[C:35]=1B(O)O, predict the reaction product. The product is: [NH2:24][C@H:18]1[C@H:19]([O:22][CH3:23])[CH2:20][O:21][C@H:15]([C:14]2[N:13]([CH3:32])[N:12]=[CH:11][C:10]=2[NH:9][C:7]([C:5]2[N:6]=[C:2]([C:35]3[C:34]([F:33])=[CH:39][CH:38]=[CH:37][C:36]=3[F:40])[S:3][CH:4]=2)=[O:8])[CH2:16][CH2:17]1. (4) The product is: [O:1]1[CH2:6][CH2:5][CH2:4][CH2:3][CH:2]1[O:7][CH2:8][C:9]1[S:13][C:12]([CH:27]=[O:28])=[N:11][CH:10]=1. Given the reactants [O:1]1[CH2:6][CH2:5][CH2:4][CH2:3][CH:2]1[O:7][CH2:8][C:9]1[S:13][CH:12]=[N:11][CH:10]=1.CCCCCC.C([Li])CCC.CN(C)[CH:27]=[O:28].C(O)(=O)CC(CC(O)=O)(C(O)=O)O, predict the reaction product.